Dataset: Merck oncology drug combination screen with 23,052 pairs across 39 cell lines. Task: Regression. Given two drug SMILES strings and cell line genomic features, predict the synergy score measuring deviation from expected non-interaction effect. (1) Synergy scores: synergy=-4.16. Drug 1: CN(C)C(=N)N=C(N)N. Cell line: LNCAP. Drug 2: Cn1nnc2c(C(N)=O)ncn2c1=O. (2) Drug 1: CN(C)C(=N)N=C(N)N. Drug 2: COC1CC2CCC(C)C(O)(O2)C(=O)C(=O)N2CCCCC2C(=O)OC(C(C)CC2CCC(OP(C)(C)=O)C(OC)C2)CC(=O)C(C)C=C(C)C(O)C(OC)C(=O)C(C)CC(C)C=CC=CC=C1C. Cell line: UWB1289BRCA1. Synergy scores: synergy=-1.40. (3) Drug 1: C#Cc1cccc(Nc2ncnc3cc(OCCOC)c(OCCOC)cc23)c1. Drug 2: CC1(c2nc3c(C(N)=O)cccc3[nH]2)CCCN1. Cell line: CAOV3. Synergy scores: synergy=5.10. (4) Drug 1: CNC(=O)c1cc(Oc2ccc(NC(=O)Nc3ccc(Cl)c(C(F)(F)F)c3)cc2)ccn1. Drug 2: Cn1cc(-c2cnn3c(N)c(Br)c(C4CCCNC4)nc23)cn1. Cell line: SKMEL30. Synergy scores: synergy=-0.290.